Dataset: Forward reaction prediction with 1.9M reactions from USPTO patents (1976-2016). Task: Predict the product of the given reaction. (1) Given the reactants [CH2:1]([O:3][C:4](=[O:12])/[CH:5]=[CH:6]\[C:7]([O:9][CH2:10][CH3:11])=[O:8])[CH3:2].[NH2:13][CH2:14][CH2:15][CH2:16][Si:17]([O:22][CH3:23])([O:20][CH3:21])[O:18][CH3:19], predict the reaction product. The product is: [CH2:1]([O:3][C:4](=[O:12])[CH:5]([NH:13][CH2:14][CH2:15][CH2:16][Si:17]([O:22][CH3:23])([O:18][CH3:19])[O:20][CH3:21])[CH2:6][C:7]([O:9][CH2:10][CH3:11])=[O:8])[CH3:2]. (2) The product is: [C:1]([N:4]1[CH2:9][CH2:8][CH:7]([C:10]([N:12]2[CH2:17][CH2:16][C@@H:15]([N:18]([CH3:29])[C:19](=[O:28])[C:20]3[CH:25]=[CH:24][C:23]([O:26][CH3:27])=[CH:22][CH:21]=3)[C@H:14]([C:30]3[CH:35]=[CH:34][C:33]([CH:37]4[CH2:39][CH2:38]4)=[CH:32][CH:31]=3)[CH2:13]2)=[O:11])[CH2:6][CH2:5]1)(=[O:3])[CH3:2]. Given the reactants [C:1]([N:4]1[CH2:9][CH2:8][CH:7]([C:10]([N:12]2[CH2:17][CH2:16][C@@H:15]([N:18]([CH3:29])[C:19](=[O:28])[C:20]3[CH:25]=[CH:24][C:23]([O:26][CH3:27])=[CH:22][CH:21]=3)[C@H:14]([C:30]3[CH:35]=[CH:34][C:33](Br)=[CH:32][CH:31]=3)[CH2:13]2)=[O:11])[CH2:6][CH2:5]1)(=[O:3])[CH3:2].[CH:37]1(B(O)O)[CH2:39][CH2:38]1, predict the reaction product. (3) Given the reactants C([NH:8][C@H:9]([C:14]1[NH:18][C:17]2[CH:19]=[CH:20][C:21]([Cl:23])=[CH:22][C:16]=2[N:15]=1)[CH2:10][CH2:11][O:12][CH3:13])(OC(C)(C)C)=O.C(O)(C(F)(F)F)=O, predict the reaction product. The product is: [Cl:23][C:21]1[CH:20]=[CH:19][C:17]2[NH:18][C:14]([C@@H:9]([NH2:8])[CH2:10][CH2:11][O:12][CH3:13])=[N:15][C:16]=2[CH:22]=1. (4) Given the reactants [F:1][C:2]1[CH:3]=[C:4]([CH:36]=[CH:37][C:38]=1[OH:39])[C:5]([N:7]([CH:33]([CH3:35])[CH3:34])[C:8]1[CH:13]=[C:12]([O:14][CH3:15])[CH:11]=[CH:10][C:9]=1[CH:16]1[CH2:25][CH2:24][C:23]2[CH:22]=[C:21]([O:26]C(=O)C(C)(C)C)[CH:20]=[CH:19][C:18]=2[CH2:17]1)=O.Cl[CH2:41][C:42]([N:44]1[CH2:48][CH2:47][CH2:46][CH2:45]1)=O, predict the reaction product. The product is: [F:1][C:2]1[CH:3]=[C:4]([CH:36]=[CH:37][C:38]=1[O:39][CH2:41][CH2:42][N:44]1[CH2:48][CH2:47][CH2:46][CH2:45]1)[CH2:5][N:7]([CH:33]([CH3:35])[CH3:34])[C:8]1[CH:13]=[C:12]([O:14][CH3:15])[CH:11]=[CH:10][C:9]=1[CH:16]1[CH2:25][CH2:24][C:23]2[CH:22]=[C:21]([OH:26])[CH:20]=[CH:19][C:18]=2[CH2:17]1. (5) Given the reactants CS(O[CH2:6][CH2:7][C:8]1[CH:13]=[CH:12][C:11]([NH:14][C:15]2[N:24]=[CH:23][C:22]3[CH2:21][CH:20]([C:25]4[CH:30]=[CH:29][C:28]([Cl:31])=[C:27]([Cl:32])[CH:26]=4)[C:19]4[CH:33]=[CH:34][CH:35]=[CH:36][C:18]=4[C:17]=3[N:16]=2)=[CH:10][CH:9]=1)(=O)=O.[CH3:37][N:38]1[CH2:43][CH2:42][NH:41][CH2:40][CH2:39]1, predict the reaction product. The product is: [Cl:32][C:27]1[CH:26]=[C:25]([CH:20]2[C:19]3[CH:33]=[CH:34][CH:35]=[CH:36][C:18]=3[C:17]3[N:16]=[C:15]([NH:14][C:11]4[CH:12]=[CH:13][C:8]([CH2:7][CH2:6][N:41]5[CH2:42][CH2:43][N:38]([CH3:37])[CH2:39][CH2:40]5)=[CH:9][CH:10]=4)[N:24]=[CH:23][C:22]=3[CH2:21]2)[CH:30]=[CH:29][C:28]=1[Cl:31].